Dataset: Reaction yield outcomes from USPTO patents with 853,638 reactions. Task: Predict the reaction yield, written as a fraction of the theoretical maximum amount of product (1.0 means a 100% yield; for example, 0.34 means a 34% yield). (1) The reactants are [NH2:1][CH:2]1[CH2:5][N:4]([C:6]([C:8]2[CH:9]=[C:10]([CH:23]=[CH:24][C:25]=2[F:26])[CH2:11][C:12]2[C:21]3[C:16](=[CH:17][CH:18]=[CH:19][CH:20]=3)[C:15](=[O:22])[NH:14][N:13]=2)=[O:7])[CH2:3]1.[CH:27](=O)[C:28]([CH3:31])([CH3:30])[CH3:29].C(O[BH-](OC(=O)C)OC(=O)C)(=O)C.[Na+]. No catalyst specified. The product is [F:26][C:25]1[CH:24]=[CH:23][C:10]([CH2:11][C:12]2[C:21]3[C:16](=[CH:17][CH:18]=[CH:19][CH:20]=3)[C:15](=[O:22])[NH:14][N:13]=2)=[CH:9][C:8]=1[C:6]([N:4]1[CH2:3][CH:2]([NH:1][CH2:27][C:28]([CH3:31])([CH3:30])[CH3:29])[CH2:5]1)=[O:7]. The yield is 0.770. (2) The reactants are C(N(CC)CC)C.Cl.C(N=C=NCCCN(C)C)C.Cl.[CH2:21]([O:23][C:24]1[CH:25]=[C:26]2[C:31](=[C:32]3[CH2:36][C:35]([CH3:38])([CH3:37])[O:34][C:33]=13)[C:30]([C:39]1[CH:40]=[C:41]([CH:45]=[CH:46][CH:47]=1)[C:42](O)=[O:43])=[N:29][C:28]([CH3:49])([CH3:48])[CH2:27]2)[CH3:22].O.ON1C2C=CC=CC=2N=N1.Cl.[NH2:62][C:63]([CH3:70])([CH3:69])[C:64]([O:66][CH2:67][CH3:68])=[O:65]. The catalyst is CN(C)C=O.O. The product is [CH2:67]([O:66][C:64](=[O:65])[C:63]([CH3:70])([CH3:69])[NH:62][C:42](=[O:43])[C:41]1[CH:45]=[CH:46][CH:47]=[C:39]([C:30]2[C:31]3[C:26](=[CH:25][C:24]([O:23][CH2:21][CH3:22])=[C:33]4[O:34][C:35]([CH3:38])([CH3:37])[CH2:36][C:32]4=3)[CH2:27][C:28]([CH3:49])([CH3:48])[N:29]=2)[CH:40]=1)[CH3:68]. The yield is 0.770. (3) The reactants are [CH3:1][N:2]1[CH2:7][CH2:6][C:5](=[O:8])[CH2:4][CH2:3]1.[CH3:9][N:10]([CH:12]=O)[CH3:11].CC(N(C)C)=O. The yield is 0.980. The product is [CH3:9][N:10](/[CH:12]=[C:4]1\[CH2:3][N:2]([CH3:1])[CH2:7][CH2:6][C:5]\1=[O:8])[CH3:11]. The catalyst is C1(C)C=CC=CC=1. (4) The reactants are CCN(C(C)C)C(C)C.[CH3:10][O:11][C@H:12]([CH3:16])[C:13](O)=[O:14].C1N(P([Cl:31])(N2C(=O)OCC2)=O)C(=O)OC1.[NH2:32][C:33]1[C:41]2[C:36](=[N:37][CH:38]=[C:39]([Cl:56])[C:40]=2[N:42]2[CH2:47][CH2:46][CH2:45][C@@H:44]([NH:48]C(=O)OC(C)(C)C)[CH2:43]2)[NH:35][CH:34]=1.[Li+].[OH-]. The catalyst is CN1C(=O)CCC1.C(#N)C.O.C(Cl)Cl. The product is [ClH:31].[NH2:48][C@@H:44]1[CH2:45][CH2:46][CH2:47][N:42]([C:40]2[C:39]([Cl:56])=[CH:38][N:37]=[C:36]3[NH:35][CH:34]=[C:33]([NH:32][C:13](=[O:14])[C@H:12]([O:11][CH3:10])[CH3:16])[C:41]=23)[CH2:43]1. The yield is 0.560. (5) The reactants are [Br:1][C:2]1[C:10]([F:11])=[CH:9][CH:8]=[C:7]([N+:12]([O-:14])=[O:13])[C:3]=1[C:4](O)=[O:5].C[N:16](C=O)C.C(Cl)(=O)C(Cl)=O. The catalyst is C1COCC1. The product is [Br:1][C:2]1[C:10]([F:11])=[CH:9][CH:8]=[C:7]([N+:12]([O-:14])=[O:13])[C:3]=1[C:4]([NH2:16])=[O:5]. The yield is 0.420. (6) The reactants are O[CH2:2][C:3]1[CH:12]=[N:11][C:10]2[N:9]3[CH2:13][CH2:14][CH2:15][C@H:8]3[C:7](=[O:16])[NH:6][C:5]=2[CH:4]=1.Cl.[CH:18]1([NH:21][C:22](=[O:36])[C:23]2[CH:28]=[CH:27][C:26]([N:29]3[CH2:34][CH2:33][NH:32][CH2:31][CH2:30]3)=[C:25]([F:35])[CH:24]=2)[CH2:20][CH2:19]1.[I-].C(C[P+](C)(C)C)#N.C(N(CC)C(C)C)(C)C. The catalyst is C(#N)CC. The product is [CH:18]1([NH:21][C:22](=[O:36])[C:23]2[CH:28]=[CH:27][C:26]([N:29]3[CH2:34][CH2:33][N:32]([CH2:2][C:3]4[CH:12]=[N:11][C:10]5[N:9]6[CH2:13][CH2:14][CH2:15][C@H:8]6[C:7](=[O:16])[NH:6][C:5]=5[CH:4]=4)[CH2:31][CH2:30]3)=[C:25]([F:35])[CH:24]=2)[CH2:19][CH2:20]1. The yield is 0.403. (7) The reactants are [Li+].[OH-].C([O:5][C:6]([C:8]12[CH2:25][CH:24]1[CH:23]=[CH:22][CH2:21][CH2:20][CH2:19][CH2:18][N:17]([CH3:26])[C:16](=[O:27])[CH:15]1[CH:11]([CH2:12][CH:13]([O:28][C:29]3[C:38]4[C:33](=[C:34]([CH3:41])[C:35]([O:39][CH3:40])=[CH:36][CH:37]=4)[N:32]=[C:31]([C:42]4[CH:47]=[CH:46][CH:45]=[C:44]([CH3:48])[N:43]=4)[CH:30]=3)[CH2:14]1)[C:10](=[O:49])[NH:9]2)=[O:7])C.CO.C(O)(=O)C. The catalyst is C1COCC1.O. The product is [CH3:48][C:44]1[N:43]=[C:42]([C:31]2[CH:30]=[C:29]([O:28][CH:13]3[CH2:12][CH:11]4[CH:15]([C:16](=[O:27])[N:17]([CH3:26])[CH2:18][CH2:19][CH2:20][CH2:21][CH:22]=[CH:23][CH:24]5[C:8]([C:6]([OH:7])=[O:5])([NH:9][C:10]4=[O:49])[CH2:25]5)[CH2:14]3)[C:38]3[C:33](=[C:34]([CH3:41])[C:35]([O:39][CH3:40])=[CH:36][CH:37]=3)[N:32]=2)[CH:47]=[CH:46][CH:45]=1. The yield is 0.650. (8) The reactants are C(OC(=O)[N:7]([S:13]([C:16]1[C:21]([F:22])=[CH:20][C:19]([O:23][C@H:24]2[CH2:29][CH2:28][CH2:27][CH2:26][C@@H:25]2[C:30]2[C:31]([N+:41]([O-:43])=[O:42])=[N:32][N:33](C3CCCCO3)[CH:34]=2)=[CH:18][C:17]=1[F:44])(=[O:15])=[O:14])[C:8]1[N:9]=[CH:10][S:11][CH:12]=1)(C)(C)C.FC(F)(F)C(O)=O.ClCCl. The catalyst is CO. The product is [F:22][C:21]1[CH:20]=[C:19]([O:23][C@H:24]2[CH2:29][CH2:28][CH2:27][CH2:26][C@@H:25]2[C:30]2[C:31]([N+:41]([O-:43])=[O:42])=[N:32][NH:33][CH:34]=2)[CH:18]=[C:17]([F:44])[C:16]=1[S:13]([NH:7][C:8]1[N:9]=[CH:10][S:11][CH:12]=1)(=[O:15])=[O:14]. The yield is 0.540.